From a dataset of NCI-60 drug combinations with 297,098 pairs across 59 cell lines. Regression. Given two drug SMILES strings and cell line genomic features, predict the synergy score measuring deviation from expected non-interaction effect. Cell line: HCT-15. Synergy scores: CSS=27.3, Synergy_ZIP=-2.95, Synergy_Bliss=0.382, Synergy_Loewe=-1.25, Synergy_HSA=0.862. Drug 1: C1=C(C(=O)NC(=O)N1)N(CCCl)CCCl. Drug 2: C1C(C(OC1N2C=NC3=C(N=C(N=C32)Cl)N)CO)O.